From a dataset of Choline transporter screen with 302,306 compounds. Binary Classification. Given a drug SMILES string, predict its activity (active/inactive) in a high-throughput screening assay against a specified biological target. (1) The molecule is O=C(NC1CCCC1)C(N(CCOC)C(=O)CCC(=O)Nc1ncccc1)c1ccc(OC)cc1. The result is 0 (inactive). (2) The compound is Clc1c(NC(=S)NCc2ncccc2)cccc1. The result is 0 (inactive). (3) The compound is O(C(c1ccccc1)C(=O)Nc1c(OCC)cccc1)C(=O)c1ccccc1. The result is 0 (inactive). (4) The drug is O=C(Nc1n(ncc1)C1CCN(CC1)Cc1cn(nc1)C)c1c(cccc1)C. The result is 0 (inactive). (5) The compound is Brc1sc(/C=N\c2cc3OCCOCCOCCOc3cc2)cc1. The result is 0 (inactive).